From a dataset of Full USPTO retrosynthesis dataset with 1.9M reactions from patents (1976-2016). Predict the reactants needed to synthesize the given product. (1) Given the product [CH3:33][O:32][C:28](=[O:31])[CH:29]=[CH:30][C:2]1[CH:7]=[CH:6][C:5]([CH:8]([C:19]2[CH:24]=[CH:23][CH:22]=[CH:21][C:20]=2[CH3:25])[CH2:9][C:10]([C:12]2[CH:17]=[CH:16][N:15]=[C:14]([CH3:18])[CH:13]=2)=[O:11])=[CH:4][CH:3]=1, predict the reactants needed to synthesize it. The reactants are: Br[C:2]1[CH:7]=[CH:6][C:5]([CH:8]([C:19]2[CH:24]=[CH:23][CH:22]=[CH:21][C:20]=2[CH3:25])[CH2:9][C:10]([C:12]2[CH:17]=[CH:16][N:15]=[C:14]([CH3:18])[CH:13]=2)=[O:11])=[CH:4][CH:3]=1.[Cl-].[NH4+].[C:28]([O:32][CH3:33])(=[O:31])[CH:29]=[CH2:30]. (2) Given the product [CH3:3][O:4][C:5](=[O:14])[C:6]1[CH:11]=[C:10]([CH3:12])[CH:9]=[CH:8][C:7]=1[O:13][S:16]([CH3:15])(=[O:18])=[O:17], predict the reactants needed to synthesize it. The reactants are: [H-].[Na+].[CH3:3][O:4][C:5](=[O:14])[C:6]1[CH:11]=[C:10]([CH3:12])[CH:9]=[CH:8][C:7]=1[OH:13].[CH3:15][S:16](Cl)(=[O:18])=[O:17].CCOC(C)=O. (3) Given the product [NH2:1][C:2]1[C:3]2[C:10]([C:11]3[CH:16]=[CH:15][CH:14]=[C:13]([O:17][CH2:18][CH:19]4[CH2:23][CH2:22][C:21]([CH3:25])([CH3:24])[O:20]4)[CH:12]=3)=[CH:9][N:8]([C@@H:26]3[CH2:29][C@H:28]([CH2:30][N:35]4[CH2:36][CH2:37][C@@H:33]([OH:32])[CH2:34]4)[CH2:27]3)[C:4]=2[N:5]=[CH:6][N:7]=1, predict the reactants needed to synthesize it. The reactants are: [NH2:1][C:2]1[C:3]2[C:10]([C:11]3[CH:16]=[CH:15][CH:14]=[C:13]([O:17][CH2:18][CH:19]4[CH2:23][CH2:22][C:21]([CH3:25])([CH3:24])[O:20]4)[CH:12]=3)=[CH:9][N:8]([C@@H:26]3[CH2:29][C@H:28]([CH2:30]O)[CH2:27]3)[C:4]=2[N:5]=[CH:6][N:7]=1.[OH:32][C@@H:33]1[CH2:37][CH2:36][NH:35][CH2:34]1.